From a dataset of Reaction yield outcomes from USPTO patents with 853,638 reactions. Predict the reaction yield, written as a fraction of the theoretical maximum amount of product (1.0 means a 100% yield; for example, 0.34 means a 34% yield). (1) The product is [CH2:1]([S:3][C:4]1[C:9]([NH:10][C:11](=[O:19])[N:38]([CH2:31][CH2:32][CH2:33][CH2:34][CH2:35][CH2:36][CH3:37])[CH2:39][CH2:40][N:41]2[CH2:46][CH2:45][N:44]([CH2:47][CH2:48][OH:49])[CH2:43][CH2:42]2)=[C:8]([S:20][CH2:21][CH3:22])[CH:7]=[C:6]([CH3:23])[N:5]=1)[CH3:2]. The yield is 0.880. The catalyst is C1(C)C=CC=CC=1.O. The reactants are [CH2:1]([S:3][C:4]1[C:9]([NH:10][C:11](=[O:19])OC2C=CC=CC=2)=[C:8]([S:20][CH2:21][CH3:22])[CH:7]=[C:6]([CH3:23])[N:5]=1)[CH3:2].C(N(CC)CC)C.[CH2:31]([NH:38][CH2:39][CH2:40][N:41]1[CH2:46][CH2:45][N:44]([CH2:47][CH2:48][OH:49])[CH2:43][CH2:42]1)[CH2:32][CH2:33][CH2:34][CH2:35][CH2:36][CH3:37]. (2) The reactants are [Br:1][C:2]1[CH:3]=[C:4]([OH:8])[CH:5]=[N:6][CH:7]=1.C(=O)([O-])[O-].[Na+].[Na+].[I:15]I.Cl. The catalyst is O. The product is [Br:1][C:2]1[CH:3]=[C:4]([OH:8])[C:5]([I:15])=[N:6][CH:7]=1. The yield is 0.750. (3) The reactants are F[C:2]1[CH:9]=[CH:8][C:5]([CH2:6]Br)=[CH:4][CH:3]=1.C(Br)C1C=CC=CC=1.[CH3:18][C:19]1[CH:23]=[C:22]([N:24]2[C:28](=[O:29])[NH:27][N:26]=[CH:25]2)[S:21][C:20]=1[C:30]([O:32][CH2:33][CH3:34])=[O:31]. No catalyst specified. The product is [CH2:6]([N:27]1[C:28](=[O:29])[N:24]([C:22]2[S:21][C:20]([C:30]([O:32][CH2:33][CH3:34])=[O:31])=[C:19]([CH3:18])[CH:23]=2)[CH:25]=[N:26]1)[C:5]1[CH:8]=[CH:9][CH:2]=[CH:3][CH:4]=1. The yield is 0.820.